This data is from CYP1A2 inhibition data for predicting drug metabolism from PubChem BioAssay. The task is: Regression/Classification. Given a drug SMILES string, predict its absorption, distribution, metabolism, or excretion properties. Task type varies by dataset: regression for continuous measurements (e.g., permeability, clearance, half-life) or binary classification for categorical outcomes (e.g., BBB penetration, CYP inhibition). Dataset: cyp1a2_veith. (1) The result is 0 (non-inhibitor). The drug is CCC(=O)NC(=S)Nc1ccc(S(=O)(=O)NC(C)=O)cc1. (2) The result is 0 (non-inhibitor). The drug is Cc1ccn2c(CCc3nnc4cc(C)ccn34)nnc2c1. (3) The drug is O=C(CSc1nnc(Cc2cc(=O)[nH]c(=O)[nH]2)n1-c1ccccc1)N1CCCC1. The result is 0 (non-inhibitor). (4) The compound is COc1ccccc1N1CCN(CCN(C(=O)c2ccc(F)cc2)c2ccccn2)CC1. The result is 0 (non-inhibitor). (5) The drug is Cc1cccc(NC(=S)N/N=C/c2ccc([N+](=O)[O-])s2)c1. The result is 1 (inhibitor). (6) The result is 1 (inhibitor). The drug is Oc1ccc(C2Nc3cccc4cccc(c34)N2)c(O)c1. (7) The drug is c1ccc(N2CCC3(CCNCC3)CC2)cc1. The result is 0 (non-inhibitor). (8) The result is 1 (inhibitor). The drug is CN(C)C(=O)c1ccc(-c2ccc3ncnc(N(C)Cc4ccco4)c3c2)cc1. (9) The drug is N#CC1=C(N)N(c2ccccc2F)C2=C(CCCC2)C1(C(F)(F)F)C(F)(F)F. The result is 0 (non-inhibitor).